This data is from Forward reaction prediction with 1.9M reactions from USPTO patents (1976-2016). The task is: Predict the product of the given reaction. (1) Given the reactants COC1C=CC(C[O:8][C@@H:9]2[C@@H:17]([CH:18]=O)[O:16][C@H:15]3[C@H:11]([N:12]=[C:13]([N:20]([CH3:28])C(=O)OC(C)(C)C)[S:14]3)[C@H:10]2[O:29]CC2C=CC(OC)=CC=2)=CC=1.[NH2:41][CH2:42][CH2:43][CH2:44][OH:45].[BH3-]C#N.[Na+].C(O)(C(F)(F)F)=O, predict the reaction product. The product is: [OH:45][CH2:44][CH2:43][CH2:42][NH:41][CH2:18][C@H:17]1[O:16][C@H:15]2[C@H:11]([N:12]=[C:13]([NH:20][CH3:28])[S:14]2)[C@@H:10]([OH:29])[C@@H:9]1[OH:8]. (2) Given the reactants [NH2:1][CH2:2][C:3]1[C:4]([F:24])=[CH:5][C:6]([Cl:23])=[C:7]([C:9]2[NH:10][C:11](=[O:22])[N:12]([C:14]3[CH:19]=[CH:18][C:17]([CH3:20])=[C:16]([Cl:21])[CH:15]=3)[N:13]=2)[CH:8]=1.[C:25](Cl)(=[O:30])[C:26]([CH3:29])([CH3:28])[CH3:27], predict the reaction product. The product is: [Cl:23][C:6]1[C:7]([C:9]2[NH:10][C:11](=[O:22])[N:12]([C:14]3[CH:19]=[CH:18][C:17]([CH3:20])=[C:16]([Cl:21])[CH:15]=3)[N:13]=2)=[CH:8][C:3]([CH2:2][NH:1][C:25](=[O:30])[C:26]([CH3:29])([CH3:28])[CH3:27])=[C:4]([F:24])[CH:5]=1. (3) The product is: [NH2:1][C:2]1[CH:7]=[CH:6][C:5]([C:8]([N:10]2[CH2:14][CH2:13][C@@H:12]([NH:15][C:16]3[N:21]=[C:20]([C:22]4[C:30]5[C:25](=[CH:26][CH:27]=[CH:28][CH:29]=5)[NH:24][CH:23]=4)[C:19]([Cl:40])=[CH:18][N:17]=3)[CH2:11]2)=[O:9])=[CH:4][CH:3]=1. Given the reactants [NH2:1][C:2]1[CH:7]=[CH:6][C:5]([C:8]([N:10]2[CH2:14][CH2:13][C@@H:12]([NH:15][C:16]3[N:21]=[C:20]([C:22]4[C:30]5[C:25](=[CH:26][CH:27]=[CH:28][CH:29]=5)[N:24](S(C5C=CC=CC=5)(=O)=O)[CH:23]=4)[C:19]([Cl:40])=[CH:18][N:17]=3)[CH2:11]2)=[O:9])=[CH:4][CH:3]=1.[OH-].[Na+], predict the reaction product. (4) Given the reactants [C:1]1([O:11][C:12]2[CH:17]=[CH:16][N:15]=[C:14]([NH:18][C:19]3[S:20][CH:21]=[C:22]([CH2:24][C:25](OCC)=[O:26])[N:23]=3)[CH:13]=2)[C:10]2[C:5](=[CH:6][CH:7]=[CH:8][CH:9]=2)[CH:4]=[CH:3][CH:2]=1.ClC1C=C(OC2C3C(=CC=CC=3)C=CC=2)C=CN=1.NC1SC=C(CC(OCC)=O)N=1.[H-].[Al+3].[Li+].[H-].[H-].[H-], predict the reaction product. The product is: [C:1]1([O:11][C:12]2[CH:17]=[CH:16][N:15]=[C:14]([NH:18][C:19]3[S:20][CH:21]=[C:22]([CH2:24][CH2:25][OH:26])[N:23]=3)[CH:13]=2)[C:10]2[C:5](=[CH:6][CH:7]=[CH:8][CH:9]=2)[CH:4]=[CH:3][CH:2]=1. (5) Given the reactants [OH:1][C:2]1[CH:7]=[CH:6][N:5]([CH2:8][CH2:9][C:10]2[CH:15]=[CH:14][C:13]([CH2:16][OH:17])=[CH:12][CH:11]=2)[C:4](=[O:18])[CH:3]=1.Br[CH2:20][C:21]1[CH:25]=[CH:24][O:23][CH:22]=1.C(=O)([O-])[O-].[K+].[K+], predict the reaction product. The product is: [O:23]1[CH:24]=[CH:25][C:21]([CH2:20][O:1][C:2]2[CH:7]=[CH:6][N:5]([CH2:8][CH2:9][C:10]3[CH:15]=[CH:14][C:13]([CH2:16][OH:17])=[CH:12][CH:11]=3)[C:4](=[O:18])[CH:3]=2)=[CH:22]1. (6) The product is: [N:17]1[C:18]2[C:23](=[CH:22][CH:21]=[CH:20][CH:19]=2)[CH:24]=[C:15]([CH2:14][S:11]([CH2:10][C@@H:9]([N:8]([OH:29])[CH:6]=[O:5])[CH2:25][O:26][CH3:27])(=[O:13])=[O:12])[CH:16]=1. Given the reactants C([O:5][C:6]([NH:8][C@@H:9]([CH2:25][O:26][CH3:27])[CH2:10][S:11]([CH2:14][C:15]1[CH:16]=[N:17][C:18]2[C:23]([CH:24]=1)=[CH:22][CH:21]=[CH:20][CH:19]=2)(=[O:13])=[O:12])=O)(C)(C)C.Cl.[O:29]1CCOCC1, predict the reaction product. (7) Given the reactants [C:1]([O:5][C@@H:6]([C:11]1[C:16]([CH3:17])=[CH:15][N:14]2[N:18]=[C:19]([C:21]([O:23]C)=[O:22])[CH:20]=[C:13]2[C:12]=1[N:25]1[CH2:30][CH2:29][C:28]([CH3:32])([CH3:31])[CH2:27][CH2:26]1)[C:7]([O:9][CH3:10])=[O:8])([CH3:4])([CH3:3])[CH3:2].[OH-].[Na+].O, predict the reaction product. The product is: [C:1]([O:5][C@@H:6]([C:11]1[C:16]([CH3:17])=[CH:15][N:14]2[N:18]=[C:19]([C:21]([OH:23])=[O:22])[CH:20]=[C:13]2[C:12]=1[N:25]1[CH2:26][CH2:27][C:28]([CH3:32])([CH3:31])[CH2:29][CH2:30]1)[C:7]([O:9][CH3:10])=[O:8])([CH3:4])([CH3:2])[CH3:3]. (8) Given the reactants Cl[C:2]1[N:10]=[C:9]([O:11][CH2:12][C:13]([F:16])([F:15])[F:14])[C:8]([F:17])=[CH:7][C:3]=1[C:4]([OH:6])=[O:5].CCCCCCCCCCCCN, predict the reaction product. The product is: [F:17][C:8]1[C:9]([O:11][CH2:12][C:13]([F:15])([F:16])[F:14])=[N:10][CH:2]=[C:3]([CH:7]=1)[C:4]([OH:6])=[O:5].